The task is: Predict which catalyst facilitates the given reaction.. This data is from Catalyst prediction with 721,799 reactions and 888 catalyst types from USPTO. (1) Reactant: [CH3:1][C:2]1[C:10]2[C:5](=[CH:6][C:7]([C:11]([OH:13])=[O:12])=[CH:8][CH:9]=2)[NH:4][CH:3]=1.[C:22](O[C:22]([O:24][C:25]([CH3:28])(C)C)=[O:23])([O:24][C:25](C)(C)[CH3:28])=[O:23].[CH2:29](N(CC)CC)[CH3:30]. Product: [CH2:25]([O:24][C:22]([N:4]1[C:5]2[C:10](=[CH:9][CH:8]=[C:7]([C:11]([OH:13])=[O:12])[CH:6]=2)[C:2]([CH3:1])=[CH:3]1)=[O:23])[CH2:28][CH2:29][CH3:30]. The catalyst class is: 112. (2) Reactant: [C:1]([NH:5][C:6]([C:8]1[C:16]2[C:11](=[N:12][CH:13]=[C:14]([NH:17][C:18]3[CH:23]=[CH:22][CH:21]=[C:20]([CH:24]([OH:26])[CH3:25])[CH:19]=3)[N:15]=2)[N:10](COCC[Si](C)(C)C)[CH:9]=1)=[O:7])([CH3:4])([CH3:3])[CH3:2].FC(F)(F)C(O)=O. Product: [C:1]([NH:5][C:6]([C:8]1[C:16]2[C:11](=[N:12][CH:13]=[C:14]([NH:17][C:18]3[CH:23]=[CH:22][CH:21]=[C:20]([CH:24]([OH:26])[CH3:25])[CH:19]=3)[N:15]=2)[NH:10][CH:9]=1)=[O:7])([CH3:4])([CH3:2])[CH3:3]. The catalyst class is: 4. (3) Reactant: [CH2:1]([C@H:8]1[C@H:12]([CH2:13][OH:14])[O:11][C:10](=[O:15])[NH:9]1)[C:2]1[CH:7]=[CH:6][CH:5]=[CH:4][CH:3]=1.C(=O)([O-])[OH:17].[Na+].CC1(C)N([O])C(C)(C)CCC1.[Br-].[K+].Cl[O-].[Na+]. Product: [CH2:1]([C@H:8]1[C@H:12]([C:13]([OH:17])=[O:14])[O:11][C:10](=[O:15])[NH:9]1)[C:2]1[CH:3]=[CH:4][CH:5]=[CH:6][CH:7]=1. The catalyst class is: 192. (4) Reactant: [C:1](N[C@H](C(O)=O)CCC(O)=O)(=[O:5])[C:2]([CH3:4])=[CH2:3].[NH2:16][CH2:17][CH2:18][CH2:19][CH2:20][CH2:21][C:22]([OH:24])=[O:23].[OH-].[Na+].C(Cl)(=O)C(C)=C. Product: [C:1]([CH:21]([CH2:20][CH2:19][CH2:18][CH2:17][NH2:16])[C:22]([OH:24])=[O:23])(=[O:5])[C:2]([CH3:4])=[CH2:3]. The catalyst class is: 6. (5) Reactant: [Br:1][C:2]1[CH:3]=[C:4]2[C:8](=[CH:9][CH:10]=1)[NH:7][CH:6]=[C:5]2[CH2:11][C:12]#[N:13].[OH-:14].[K+].Cl. Product: [Br:1][C:2]1[CH:3]=[C:4]2[C:8](=[CH:9][CH:10]=1)[NH:7][CH:6]=[C:5]2[CH2:11][C:12]([NH2:13])=[O:14]. The catalyst class is: 664. (6) Reactant: [NH:1]1[C:5]2[CH:6]=[CH:7][C:8]([C@@H:10]([NH:12][C:13]3[C:18]([N+:19]([O-])=O)=[CH:17][N:16]=[C:15]([Cl:22])[CH:14]=3)[CH3:11])=[CH:9][C:4]=2[N:3]=[CH:2]1.[Cl-].[NH4+].C(O)C. Product: [NH:1]1[C:5]2[CH:6]=[CH:7][C:8]([C@@H:10]([NH:12][C:13]3[CH:14]=[C:15]([Cl:22])[N:16]=[CH:17][C:18]=3[NH2:19])[CH3:11])=[CH:9][C:4]=2[N:3]=[CH:2]1. The catalyst class is: 150. (7) Reactant: [CH3:1][O:2][C:3](=[O:14])[CH:4]=[CH:5][C:6]1[CH:11]=[CH:10][C:9]([NH2:12])=[C:8]([OH:13])[CH:7]=1.C([O-])([O-])=O.[K+].[K+].Br[CH2:22][C:23](Br)=[O:24]. Product: [CH3:1][O:2][C:3](=[O:14])[CH:4]=[CH:5][C:6]1[CH:11]=[CH:10][C:9]2[NH:12][C:23](=[O:24])[CH2:22][O:13][C:8]=2[CH:7]=1. The catalyst class is: 21. (8) Reactant: Br[C:2]1[CH:9]=[C:8]([CH3:10])[CH:7]=[CH:6][C:3]=1[C:4]#[N:5].C([Cu])#[N:12].[NH4+].[OH-]. Product: [NH2:12][C:2]1[CH:9]=[C:8]([CH3:10])[CH:7]=[CH:6][C:3]=1[C:4]#[N:5]. The catalyst class is: 37. (9) Product: [C:1]([O:5][C:6]([N:8]1[CH2:12][CH:11]([O:13][C:14]2[CH:15]=[CH:16][CH:17]=[CH:18][CH:19]=2)[CH:10]2[N:20]([C:23](=[O:39])[CH:24]([NH2:28])[CH:25]([CH3:26])[CH3:27])[CH2:21][CH2:22][CH:9]12)=[O:7])([CH3:3])([CH3:2])[CH3:4]. Reactant: [C:1]([O:5][C:6]([N:8]1[CH2:12][CH:11]([O:13][C:14]2[CH:19]=[CH:18][CH:17]=[CH:16][CH:15]=2)[CH:10]2[N:20]([C:23](=[O:39])[CH:24]([NH:28]C(OCC3C=CC=CC=3)=O)[CH:25]([CH3:27])[CH3:26])[CH2:21][CH2:22][CH:9]12)=[O:7])([CH3:4])([CH3:3])[CH3:2]. The catalyst class is: 5.